This data is from Full USPTO retrosynthesis dataset with 1.9M reactions from patents (1976-2016). The task is: Predict the reactants needed to synthesize the given product. (1) Given the product [C:14]([C:10]1[CH:9]=[CH:8][C:7]2[CH2:1][CH2:2][N:3]([CH:12]=[O:13])[CH2:4][CH2:5][C:6]=2[CH:11]=1)(=[O:16])[CH3:15], predict the reactants needed to synthesize it. The reactants are: [CH2:1]1[C:7]2[CH:8]=[CH:9][CH:10]=[CH:11][C:6]=2[CH2:5][CH2:4][N:3]([CH:12]=[O:13])[CH2:2]1.[C:14](Cl)(=[O:16])[CH3:15].[Cl-].[Al+3].[Cl-].[Cl-]. (2) Given the product [CH2:1]([O:3][C:4]([C:6]1[N:7]=[C:8]([C:39]2[CH:44]=[CH:43][N:42]=[C:41]3[NH:45][CH:46]=[CH:47][C:40]=23)[O:9][C:10]=1[C:11]1[CH:16]=[CH:15][C:14]([N:17]2[CH2:22][CH2:21][N:20]([C:23]([O:25][C:26]([CH3:29])([CH3:28])[CH3:27])=[O:24])[CH2:19][CH2:18]2)=[CH:13][CH:12]=1)=[O:5])[CH3:2], predict the reactants needed to synthesize it. The reactants are: [CH2:1]([O:3][C:4]([C:6]1[N:7]=[C:8](I)[O:9][C:10]=1[C:11]1[CH:16]=[CH:15][C:14]([N:17]2[CH2:22][CH2:21][N:20]([C:23]([O:25][C:26]([CH3:29])([CH3:28])[CH3:27])=[O:24])[CH2:19][CH2:18]2)=[CH:13][CH:12]=1)=[O:5])[CH3:2].CC1(C)C(C)(C)OB([C:39]2[CH:44]=[CH:43][N:42]=[C:41]3[NH:45][CH:46]=[CH:47][C:40]=23)O1.C(=O)([O-])[O-].[Na+].[Na+].